This data is from Catalyst prediction with 721,799 reactions and 888 catalyst types from USPTO. The task is: Predict which catalyst facilitates the given reaction. (1) Reactant: Cl.[CH3:2][O:3][C:4]1[CH:9]=[CH:8][C:7]([NH:10]N)=[CH:6][CH:5]=1.[C:12]([O:19][CH2:20][CH3:21])(=[O:18])[CH2:13][CH2:14][C:15]([CH3:17])=O. Product: [CH2:20]([O:19][C:12](=[O:18])[CH2:13][C:14]1[C:8]2[C:7](=[CH:6][CH:5]=[C:4]([O:3][CH3:2])[CH:9]=2)[NH:10][C:15]=1[CH3:17])[CH3:21]. The catalyst class is: 33. (2) Reactant: [N+:1]([O-:4])(O)=[O:2].[Cl:5][C:6]1[CH:14]=[C:13]([Cl:15])[CH:12]=[CH:11][C:7]=1[C:8]([OH:10])=[O:9]. Product: [Cl:5][C:6]1[CH:14]=[C:13]([Cl:15])[C:12]([N+:1]([O-:4])=[O:2])=[CH:11][C:7]=1[C:8]([OH:10])=[O:9]. The catalyst class is: 65. (3) Reactant: [CH2:1]([NH:3][C:4]([NH:6][C:7]1[S:8][C:9]([C:43]2[CH:48]=[CH:47][CH:46]=[CH:45][N:44]=2)=[CH:10][C:11]=1[C:12]([N:14]1[CH2:19][CH2:18][CH:17]([N:20]2[CH2:32][C:24]3([C:28](=[O:29])[O:27][C:26]([CH3:31])([CH3:30])[CH2:25]3)[N:23](C(OCC3C=CC=CC=3)=O)[CH2:22][CH2:21]2)[CH2:16][CH2:15]1)=[O:13])=[O:5])[CH3:2]. Product: [CH3:31][C:26]1([CH3:30])[CH2:25][C:24]2([CH2:32][N:20]([CH:17]3[CH2:16][CH2:15][N:14]([C:12]([C:11]4[CH:10]=[C:9]([C:43]5[CH:48]=[CH:47][CH:46]=[CH:45][N:44]=5)[S:8][C:7]=4[NH:6][C:4]([NH:3][CH2:1][CH3:2])=[O:5])=[O:13])[CH2:19][CH2:18]3)[CH2:21][CH2:22][NH:23]2)[C:28](=[O:29])[O:27]1. The catalyst class is: 178. (4) Reactant: [Br:1][C:2]1[C:11]2[C:6](=[C:7]([F:14])[CH:8]=[C:9]([O:12][CH3:13])[CH:10]=2)[N:5]=[CH:4][C:3]=1C(O)=O.C[N:19]1CCC[C:20]1=[O:24].C1(P(N=[N+]=[N-])(C2C=CC=CC=2)=O)C=CC=CC=1.[C:42]([OH:46])([CH3:45])([CH3:44])[CH3:43]. Product: [Br:1][C:2]1[C:11]2[C:6](=[C:7]([F:14])[CH:8]=[C:9]([O:12][CH3:13])[CH:10]=2)[N:5]=[CH:4][C:3]=1[NH:19][C:20](=[O:24])[O:46][C:42]([CH3:45])([CH3:44])[CH3:43]. The catalyst class is: 417. (5) Reactant: [CH3:1][N:2]1[CH:6]=[CH:5][N:4]=[CH:3]1.[Br:7][CH2:8][CH2:9][CH2:10][CH2:11][CH2:12][CH2:13][CH2:14][CH2:15][CH2:16][CH3:17]. Product: [Br-:7].[CH3:1][N+:2]1[CH:6]=[CH:5][N:4]([CH2:8][CH2:9][CH2:10][CH2:11][CH2:12][CH2:13][CH2:14][CH2:15][CH2:16][CH3:17])[CH:3]=1. The catalyst class is: 11. (6) Reactant: [CH3:1][O:2][C:3]1[CH:8]=[CH:7][C:6]([S:9][C:10]2[CH:18]=[CH:17][C:13]([C:14](Cl)=[O:15])=[CH:12][C:11]=2[NH:19][C:20]2[C:21]3[CH:29]=[CH:28][CH:27]=[N:26][C:22]=3[N:23]=[CH:24][N:25]=2)=[CH:5][CH:4]=1.[F:30][C:31]1[CH:37]=[CH:36][C:34]([NH2:35])=[CH:33][C:32]=1[CH3:38].FC(F)(F)C1C=C(C=CC=1)N. Product: [F:30][C:31]1[CH:37]=[CH:36][C:34]([NH:35][C:14](=[O:15])[C:13]2[CH:17]=[CH:18][C:10]([S:9][C:6]3[CH:7]=[CH:8][C:3]([O:2][CH3:1])=[CH:4][CH:5]=3)=[C:11]([NH:19][C:20]3[C:21]4[CH:29]=[CH:28][CH:27]=[N:26][C:22]=4[N:23]=[CH:24][N:25]=3)[CH:12]=2)=[CH:33][C:32]=1[CH3:38]. The catalyst class is: 5. (7) Reactant: Cl([O-])=[O:2].[Na+].C(O)(=[O:7])C.[C:9]([O:17][CH2:18][CH3:19])(=[O:16])[CH2:10][C:11]([O:13][CH2:14][CH3:15])=[O:12]. The catalyst class is: 13. Product: [OH2:2].[O:7]=[C:10]([C:11]([O:13][CH2:14][CH3:15])=[O:12])[C:9]([O:17][CH2:18][CH3:19])=[O:16]. (8) Reactant: [CH:1]1([C:4]2[N:8]([CH3:9])[C:7]3[CH:10]=[C:11]([N:14]4[CH:19]=[CH:18][C:17]([OH:20])=[CH:16][C:15]4=[O:21])[CH:12]=[CH:13][C:6]=3[N:5]=2)[CH2:3][CH2:2]1.[Br:22][C:23]1[N:24]=[C:25]([CH2:28]O)[S:26][CH:27]=1.C1(P(C2C=CC=CC=2)C2C=CC=CC=2)C=CC=CC=1.N(C(OCCOC)=O)=NC(OCCOC)=O. Product: [Br:22][C:23]1[N:24]=[C:25]([CH2:28][O:20][C:17]2[CH:18]=[CH:19][N:14]([C:11]3[CH:12]=[CH:13][C:6]4[N:5]=[C:4]([CH:1]5[CH2:2][CH2:3]5)[N:8]([CH3:9])[C:7]=4[CH:10]=3)[C:15](=[O:21])[CH:16]=2)[S:26][CH:27]=1. The catalyst class is: 20. (9) Reactant: [CH3:1][C:2]1[N:37]=[C:5]2[N:6]([CH2:33][C:34](=O)[CH3:35])[C:7](=[O:32])[C:8]([CH2:13][C:14]3[CH:19]=[CH:18][C:17]([C:20]4[CH:25]=[CH:24][CH:23]=[CH:22][C:21]=4[C:26]4[NH:30][C:29](=[O:31])[O:28][N:27]=4)=[CH:16][CH:15]=3)=[C:9]([CH2:10][CH2:11][CH3:12])[N:4]2[N:3]=1.Cl.[NH2:39][O:40][CH3:41].N1C=CC=CC=1.Cl. Product: [CH3:41][O:40]/[N:39]=[C:34](\[CH3:35])/[CH2:33][N:6]1[C:7](=[O:32])[C:8]([CH2:13][C:14]2[CH:19]=[CH:18][C:17]([C:20]3[CH:25]=[CH:24][CH:23]=[CH:22][C:21]=3[C:26]3[NH:30][C:29](=[O:31])[O:28][N:27]=3)=[CH:16][CH:15]=2)=[C:9]([CH2:10][CH2:11][CH3:12])[N:4]2[N:3]=[C:2]([CH3:1])[N:37]=[C:5]12. The catalyst class is: 69. (10) Reactant: [NH2:1][C:2]1([CH2:6][C:7]([O:9]CC)=O)[CH2:5][O:4][CH2:3]1.[OH-].[NH4+:13]. Product: [NH2:1][C:2]1([CH2:6][C:7]([NH2:13])=[O:9])[CH2:5][O:4][CH2:3]1. The catalyst class is: 11.